Dataset: Reaction yield outcomes from USPTO patents with 853,638 reactions. Task: Predict the reaction yield, written as a fraction of the theoretical maximum amount of product (1.0 means a 100% yield; for example, 0.34 means a 34% yield). The reactants are [NH2:1][C:2]1[C:7]([C:8]2[CH:17]=[CH:16][C:11]([C:12]([O:14][CH3:15])=[O:13])=[C:10]([CH3:18])[CH:9]=2)=[CH:6][C:5](Br)=[CH:4][N:3]=1.[CH3:20][N:21]1[CH:25]=[C:24](B2OC(C)(C)C(C)(C)O2)[CH:23]=[N:22]1.COCCOC.C([O-])([O-])=O.[Na+].[Na+]. The catalyst is CCOC(C)=O. The product is [NH2:1][C:2]1[C:7]([C:8]2[CH:17]=[CH:16][C:11]([C:12]([O:14][CH3:15])=[O:13])=[C:10]([CH3:18])[CH:9]=2)=[CH:6][C:5]([C:24]2[CH:23]=[N:22][N:21]([CH3:20])[CH:25]=2)=[CH:4][N:3]=1. The yield is 0.800.